From a dataset of Full USPTO retrosynthesis dataset with 1.9M reactions from patents (1976-2016). Predict the reactants needed to synthesize the given product. (1) Given the product [C:1]([C:3]1[CH:4]=[C:5]([CH:10]([CH2:30][C:31]2[CH:36]=[CH:35][C:34]([O:37][CH3:38])=[CH:33][CH:32]=2)[CH:11]([NH:13][C:14](=[O:29])[C:15]([O:18][C:19]2[CH:24]=[CH:23][C:22]([C:25]([F:28])([F:27])[F:26])=[CH:21][N:20]=2)([CH3:17])[CH3:16])[CH3:12])[CH:6]=[C:7]([F:9])[CH:8]=1)#[N:2], predict the reactants needed to synthesize it. The reactants are: [C:1]([C:3]1[CH:4]=[C:5]([CH:10]([CH2:30][C:31]2[CH:36]=[CH:35][C:34]([OH:37])=[CH:33][CH:32]=2)[CH:11]([NH:13][C:14](=[O:29])[C:15]([O:18][C:19]2[CH:24]=[CH:23][C:22]([C:25]([F:28])([F:27])[F:26])=[CH:21][N:20]=2)([CH3:17])[CH3:16])[CH3:12])[CH:6]=[C:7]([F:9])[CH:8]=1)#[N:2].[C:38](=O)([O-])[O-].[Cs+].[Cs+].CI. (2) Given the product [N+:14]([C:12]1[N:11]=[CH:10][N:9]([CH:6]2[CH2:7][CH2:8][CH:5]2[CH2:3][OH:2])[CH:13]=1)([O-:16])=[O:15], predict the reactants needed to synthesize it. The reactants are: C[O:2][C:3]([CH:5]1[CH2:8][CH2:7][CH:6]1[N:9]1[CH:13]=[C:12]([N+:14]([O-:16])=[O:15])[N:11]=[CH:10]1)=O.CSC.B. (3) The reactants are: Br[CH2:2][C:3]1[C:12]2[C:7](=[CH:8][C:9]([F:13])=[CH:10][CH:11]=2)[NH:6][C:5](=[O:14])[CH:4]=1.[NH:15]1[C:19]2[CH:20]=[CH:21][CH:22]=[CH:23][C:18]=2[N:17]=[C:16]1[C:24]1[S:28][CH:27]=[N:26][C:25]=1[CH3:29]. Given the product [F:13][C:9]1[CH:8]=[C:7]2[C:12]([C:3]([CH2:2][N:15]3[C:19]4[CH:20]=[CH:21][CH:22]=[CH:23][C:18]=4[N:17]=[C:16]3[C:24]3[S:28][CH:27]=[N:26][C:25]=3[CH3:29])=[CH:4][C:5](=[O:14])[NH:6]2)=[CH:11][CH:10]=1, predict the reactants needed to synthesize it. (4) Given the product [Cl:6][C:7]1[CH:8]=[C:9]([NH:13][C:14]2[N:19]=[C:18]([C:20]3[CH:25]=[CH:24][N:23]=[C:22]([N:26]4[CH2:27][CH2:28][O:2][S:1]4=[O:3])[CH:21]=3)[CH:17]=[CH:16][N:15]=2)[CH:10]=[CH:11][CH:12]=1, predict the reactants needed to synthesize it. The reactants are: [S:1](Cl)(Cl)(=[O:3])=[O:2].[Cl:6][C:7]1[CH:8]=[C:9]([NH:13][C:14]2[N:19]=[C:18]([C:20]3[CH:25]=[CH:24][N:23]=[C:22]([NH:26][CH2:27][CH2:28]O)[CH:21]=3)[CH:17]=[CH:16][N:15]=2)[CH:10]=[CH:11][CH:12]=1.C(N(CC)CC)C.